This data is from Reaction yield outcomes from USPTO patents with 853,638 reactions. The task is: Predict the reaction yield, written as a fraction of the theoretical maximum amount of product (1.0 means a 100% yield; for example, 0.34 means a 34% yield). (1) The reactants are [C:1]([N:4]1[CH2:9][CH2:8][N:7]([C:10]2[CH:11]=[CH:12][C:13]([CH2:16][CH2:17][C:18]3[S:22][C:21]([C:23]([NH:25][NH:26]C(OC(C)(C)C)=O)=[O:24])=[CH:20][CH:19]=3)=[N:14][CH:15]=2)[CH2:6][CH2:5]1)(=[O:3])[CH3:2].FC(F)(F)C(O)=O. The catalyst is ClCCl. The product is [C:1]([N:4]1[CH2:9][CH2:8][N:7]([C:10]2[CH:11]=[CH:12][C:13]([CH2:16][CH2:17][C:18]3[S:22][C:21]([C:23]([NH:25][NH2:26])=[O:24])=[CH:20][CH:19]=3)=[N:14][CH:15]=2)[CH2:6][CH2:5]1)(=[O:3])[CH3:2]. The yield is 0.757. (2) The reactants are [F:1][C:2]1[CH:3]=[C:4]([C:22]2[C:23]([C:28]#[N:29])=[CH:24][CH:25]=[CH:26][CH:27]=2)[CH:5]=[CH:6][C:7]=1[CH2:8][C:9]1[C:10](=[O:21])[NH:11][C:12]2[N:13]([N:18]=[CH:19][N:20]=2)[C:14]=1[CH2:15][CH2:16][CH3:17].Cl[CH2:31][O:32][CH3:33].C(=O)([O-])[O-].[K+].[K+].CN(C)C=O. The catalyst is C(OCC)(=O)C. The product is [CH3:31][O:32][CH2:33][N:11]1[C:10](=[O:21])[C:9]([CH2:8][C:7]2[CH:6]=[CH:5][C:4]([C:22]3[C:23]([C:28]#[N:29])=[CH:24][CH:25]=[CH:26][CH:27]=3)=[CH:3][C:2]=2[F:1])=[C:14]([CH2:15][CH2:16][CH3:17])[N:13]2[N:18]=[CH:19][N:20]=[C:12]12. The yield is 0.690. (3) The reactants are Cl.[CH2:2]([O:6][C:7]1[CH:12]=[CH:11][C:10]([CH2:13][CH:14]([NH2:28])[C:15]2[NH:16][CH:17]=[C:18]([C:20]3[CH:25]=[CH:24][C:23]([Cl:26])=[CH:22][C:21]=3[Cl:27])[N:19]=2)=[CH:9][CH:8]=1)[CH2:3][CH2:4][CH3:5].[C:29]([CH:33]1[CH2:38][CH2:37][CH:36]([C:39](O)=[O:40])[CH2:35][CH2:34]1)([CH3:32])([CH3:31])[CH3:30]. The yield is 0.850. No catalyst specified. The product is [CH2:2]([O:6][C:7]1[CH:12]=[CH:11][C:10]([CH2:13][C@H:14]([NH:28][C:39]([CH:36]2[CH2:37][CH2:38][CH:33]([C:29]([CH3:32])([CH3:31])[CH3:30])[CH2:34][CH2:35]2)=[O:40])[C:15]2[NH:16][CH:17]=[C:18]([C:20]3[CH:25]=[CH:24][C:23]([Cl:26])=[CH:22][C:21]=3[Cl:27])[N:19]=2)=[CH:9][CH:8]=1)[CH2:3][CH2:4][CH3:5]. (4) The reactants are [Cl:1][C:2]1[C:7]([CH3:8])=[C:6]([CH:9]=O)[CH:5]=[CH:4][N:3]=1.[CH:11]1([NH2:14])[CH2:13][CH2:12]1.[BH4-].[Na+].[OH-].[Na+]. The catalyst is CO. The product is [Cl:1][C:2]1[C:7]([CH3:8])=[C:6]([CH2:9][NH:14][CH:11]2[CH2:13][CH2:12]2)[CH:5]=[CH:4][N:3]=1. The yield is 0.740. (5) The reactants are [F:1][C:2]1[C:3]([CH:9]=[O:10])=[N:4][CH:5]=[CH:6][C:7]=1[F:8].[BH4-].[Na+]. The catalyst is C(O)C. The product is [F:1][C:2]1[C:3]([CH2:9][OH:10])=[N:4][CH:5]=[CH:6][C:7]=1[F:8]. The yield is 0.970. (6) The reactants are [NH2:1][C:2]1[CH:3]=[CH:4][C:5]([O:19][CH2:20][CH2:21][CH3:22])=[C:6]([C:8]2[NH:13][C:12](=[O:14])[C:11]([Br:15])=[C:10]([CH:16]([CH3:18])[CH3:17])[N:9]=2)[CH:7]=1.[CH2:23]([N:25]=[C:26]=[S:27])[CH3:24].C(N(CC)CC)C. The catalyst is C(O)C. The product is [CH:16]([C:10]1[N:9]=[C:8]([C:6]2[CH:7]=[C:2]([NH:1][C:26]([NH:25][CH2:23][CH3:24])=[S:27])[CH:3]=[CH:4][C:5]=2[O:19][CH2:20][CH2:21][CH3:22])[NH:13][C:12](=[O:14])[C:11]=1[Br:15])([CH3:18])[CH3:17]. The yield is 0.740. (7) The reactants are S(Cl)(Cl)=O.[CH3:5][C:6]([C:11]1[CH:16]=[CH:15][C:14]([OH:17])=[CH:13][CH:12]=1)([CH3:10])[C:7]([OH:9])=[O:8].[CH3:18]O. No catalyst specified. The product is [OH:17][C:14]1[CH:13]=[CH:12][C:11]([C:6]([CH3:5])([CH3:10])[C:7]([O:9][CH3:18])=[O:8])=[CH:16][CH:15]=1. The yield is 1.00. (8) The reactants are [N:1]([C@@H:4]1[C@@H:9](O)[C@H:8]([O:11][CH2:12][O:13][CH3:14])[CH2:7][C:6]([C:15]([O:17][CH3:18])=[O:16])=[CH:5]1)=[N+]=[N-].C1(P(C2C=CC=CC=2)C2C=CC=CC=2)C=CC=CC=1.CCN(CC)CC.[C:45](OC(=O)C)(=[O:47])[CH3:46]. The catalyst is C1(C)C=CC=CC=1.C(Cl)Cl.CN(C1C=CN=CC=1)C. The product is [C:45]([N:1]1[C@@H:4]2[C@H:9]1[C@H:8]([O:11][CH2:12][O:13][CH3:14])[CH2:7][C:6]([C:15]([O:17][CH3:18])=[O:16])=[CH:5]2)(=[O:47])[CH3:46]. The yield is 0.810. (9) The reactants are [Br:1][C:2]1[CH:3]=[C:4]([OH:8])[CH:5]=[CH:6][CH:7]=1.[CH:9]1(Br)[CH2:11][CH2:10]1.[I-].[Na+].C([O-])([O-])=O.[Cs+].[Cs+]. The catalyst is CN(C=O)C.CCOC(C)=O. The product is [CH:9]1([O:8][C:4]2[CH:5]=[CH:6][CH:7]=[C:2]([Br:1])[CH:3]=2)[CH2:11][CH2:10]1. The yield is 0.210. (10) The reactants are C=O.[C:3](O)(=O)C.[C:7]([BH3-])#[N:8].[Na+].N[C@H:12]1[C@@H:17]([NH:18][C:19]([O:21][CH2:22][C:23]2[CH:28]=[CH:27][CH:26]=[CH:25][CH:24]=2)=[O:20])[CH2:16][CH2:15][N:14]([C:29]([O:31][C:32]([CH3:35])([CH3:34])[CH3:33])=[O:30])[CH2:13]1. The catalyst is O1CCCC1.CO. The product is [CH2:22]([O:21][C:19]([NH:18][C@H:17]1[CH2:16][CH2:15][N:14]([C:29]([O:31][C:32]([CH3:35])([CH3:34])[CH3:33])=[O:30])[CH2:13][C@H:12]1[N:8]([CH3:7])[CH3:3])=[O:20])[C:23]1[CH:28]=[CH:27][CH:26]=[CH:25][CH:24]=1. The yield is 0.940.